Task: Predict the reactants needed to synthesize the given product.. Dataset: Full USPTO retrosynthesis dataset with 1.9M reactions from patents (1976-2016) (1) Given the product [CH3:13][C:12]1[O:11][C:10]([N:14]2[CH2:15][CH2:16][O:17][CH2:18][CH2:19]2)=[N:9][C:8]=1[CH2:7][OH:6], predict the reactants needed to synthesize it. The reactants are: C([Si](CC)(C)[O:6][CH2:7][C:8]1[N:9]=[C:10]([N:14]2[CH2:19][CH2:18][O:17][CH2:16][CH2:15]2)[O:11][C:12]=1[CH3:13])(C)(C)C. (2) Given the product [CH3:1][C:2]1([CH3:14])[O:3][C:4]2[C:5](=[N:21][C:16]3[C:15]([N:22]=2)=[CH:20][CH:19]=[CH:18][CH:17]=3)[C:6]2[S:10][C:9](=[O:11])[S:8][C:7]1=2, predict the reactants needed to synthesize it. The reactants are: [CH3:1][C:2]1([CH3:14])[C:7]2[S:8][C:9](=[O:11])[S:10][C:6]=2[C:5](=O)[C:4](=O)[O:3]1.[C:15]1([NH2:22])[CH:20]=[CH:19][CH:18]=[CH:17][C:16]=1[NH2:21].O.[O-2].[O-2].[O-2].O=[Si]=O.O=[Si]=O.O=[Si]=O.O=[Si]=O.[Al+3].[Al+3]. (3) The reactants are: Br[CH2:2][C:3]([O:5][CH2:6][CH3:7])=[O:4].C=C[C@@H]1[C@@H]2C[C@H]([C@@H](O)C3C4C(=CC=CC=4)N=CC=3)N(CC2)C1.N1C=CC=CC=1.[CH3:36][NH:37][C:38]([C:40]1[CH:49]=[CH:48][C:47]2[C:42](=[CH:43][CH:44]=[C:45]([C:50]([C:52]3[N:53]=[CH:54][N:55]([C:57]([C:70]4[CH:75]=[CH:74][CH:73]=[CH:72][CH:71]=4)([C:64]4[CH:69]=[CH:68][CH:67]=[CH:66][CH:65]=4)[C:58]4[CH:63]=[CH:62][CH:61]=[CH:60][CH:59]=4)[CH:56]=3)=[O:51])[CH:46]=2)[CH:41]=1)=[O:39]. Given the product [OH:51][C@@:50]([C:45]1[CH:44]=[CH:43][C:42]2[C:47](=[CH:48][CH:49]=[C:40]([C:38]([NH:37][CH3:36])=[O:39])[CH:41]=2)[CH:46]=1)([C:52]1[N:53]=[CH:54][N:55]([C:57]([C:58]2[CH:63]=[CH:62][CH:61]=[CH:60][CH:59]=2)([C:70]2[CH:71]=[CH:72][CH:73]=[CH:74][CH:75]=2)[C:64]2[CH:69]=[CH:68][CH:67]=[CH:66][CH:65]=2)[CH:56]=1)[CH2:2][C:3]([O:5][CH2:6][CH3:7])=[O:4], predict the reactants needed to synthesize it.